Task: Predict the reactants needed to synthesize the given product.. Dataset: Full USPTO retrosynthesis dataset with 1.9M reactions from patents (1976-2016) (1) Given the product [CH2:21]([O:23][C:24]1[CH:28]=[CH:27][S:26][C:25]=1[C:29]([N:31]([C@@H:33]([CH2:38][CH:39]=[CH2:40])[C:34]([OH:36])=[O:35])[CH3:32])=[O:30])[CH3:22], predict the reactants needed to synthesize it. The reactants are: FC(F)(F)CCS(N([C@@H](CCC=C)C(OC)=O)C)(=O)=O.[CH2:21]([O:23][C:24]1[CH:28]=[CH:27][S:26][C:25]=1[C:29]([N:31]([C@@H:33]([CH2:38][CH:39]=[CH2:40])[C:34]([O:36]C)=[O:35])[CH3:32])=[O:30])[CH3:22]. (2) Given the product [CH3:3][C:2](=[CH2:1])[C:4]#[C:5][CH:11]([C:12]1[CH:17]=[CH:16][CH:15]=[CH:14][CH:13]=1)[OH:18], predict the reactants needed to synthesize it. The reactants are: [CH3:1][C:2]([C:4]#[CH:5])=[CH2:3].[Li]CCCC.[CH:11](=[O:18])[C:12]1[CH:17]=[CH:16][CH:15]=[CH:14][CH:13]=1. (3) Given the product [C:1]([O:6][CH2:7][C@H:8]1[O:12][N:11]=[C:10]([C:13]2[CH:18]=[CH:17][C:16]([Br:19])=[CH:15][N:14]=2)[CH2:9]1)(=[O:5])[CH2:2][CH2:3][CH3:4], predict the reactants needed to synthesize it. The reactants are: [C:1]([O:6][CH2:7][CH:8]1[O:12][N:11]=[C:10]([C:13]2[CH:18]=[CH:17][C:16]([Br:19])=[CH:15][N:14]=2)[CH2:9]1)(=[O:5])[CH2:2][CH2:3][CH3:4].P([O-])([O-])([O-])=O.[K+].[K+].[K+]. (4) Given the product [CH2:1]([O:8][C:9]([NH:10][CH:11]([C:13]1[C:14]([O:22][CH3:23])=[C:15]([C:33]2[CH2:38][CH2:37][N:36]([C:39]([O:41][C:42]([CH3:45])([CH3:44])[CH3:43])=[O:40])[CH2:35][CH:34]=2)[C:16]([CH3:20])=[C:17]([Cl:19])[CH:18]=1)[CH3:12])=[O:24])[C:2]1[CH:7]=[CH:6][CH:5]=[CH:4][CH:3]=1, predict the reactants needed to synthesize it. The reactants are: [CH2:1]([O:8][C:9](=[O:24])[NH:10][CH:11]([C:13]1[CH:18]=[C:17]([Cl:19])[C:16]([CH3:20])=[C:15](Br)[C:14]=1[O:22][CH3:23])[CH3:12])[C:2]1[CH:7]=[CH:6][CH:5]=[CH:4][CH:3]=1.CC1(C)C(C)(C)OB([C:33]2[CH2:34][CH2:35][N:36]([C:39]([O:41][C:42]([CH3:45])([CH3:44])[CH3:43])=[O:40])[CH2:37][CH:38]=2)O1.C(=O)([O-])[O-].[Na+].[Na+].ClCCl.N#N.